This data is from Experimentally validated miRNA-target interactions with 360,000+ pairs, plus equal number of negative samples. The task is: Binary Classification. Given a miRNA mature sequence and a target amino acid sequence, predict their likelihood of interaction. (1) The miRNA is mmu-miR-10a-5p with sequence UACCCUGUAGAUCCGAAUUUGUG. The protein sequence of the target gene is MKRGEKPEGYRQMRPKTFPASNYPGSSRQMLQEIRESLRNLSKPSDASKAEHNLNKMSTEDPRQVRNPPKFGTHHKALQEIRNSLLPFANETSSSRSPSEVNPQMFQDLQAAGFDEDMVIQALQKTNNRSIEAAVEFISKMSYQDPRREQMSAAAARPINATMKPGNVQHSINRKQSWKGSKESLVPQRHGPSLGENVVYRSESPNSQADVGRPLSGSGIAAFAQAHPSNGQRVNPPPPPQVRSVTPPPPPRGQTPPPRGTTPPPPSWEPSSQTKRYSGNMEYVISRISPVPPGAWQEGY.... Result: 1 (interaction). (2) The miRNA is hsa-miR-27b-3p with sequence UUCACAGUGGCUAAGUUCUGC. The protein sequence of the target gene is MERVGCTLTTTYAHPRPTPTNFLPAISTMASSYRDRFPHSNLTHSLSLPWRPSTYYKVASNSPSVAPYCTRSQRVSENTMLPFVSNRTTFFTRYTPDDWYRSNLTNYQESNTSRHNSEKLRVDTSRLIQDKYQQTRKTQADTTQNLGERVNDIGFWKSEIIHELDEMIGETNALTDVKKRLERALMETEAPLQVARECLFHREKRMGIDLVHDEVEAQLLTEVDTILCCQERMKLHLDKAIAQLAANRASQHELEKDLSDKQTAYRIDDKCHHLRNTSDGVGYFRGVERVDATVSVPESW.... Result: 0 (no interaction). (3) The miRNA is hsa-miR-8055 with sequence CUUUGAGCACAUGAGCAGACGGA. The protein sequence of the target gene is MSSVSPIQIPSRLPLLLTHEGVLLPGSTMRTSVDSARNLQLVRSRLLKGTSLQSTILGVIPNTPDPASDAQDLPPLHRIGTAALAVQVVGSNWPKPHYTLLITGLCRFQIVQVLKEKPYPIAEVEQLDRLEEFPNTCKMREELGELSEQFYKYAVQLVEMLDMSVPAVAKLRRLLDSLPREALPDILTSIIRTSNKEKLQILDAVSLEERFKMTIPLLVRQIEGLKLLQKTRKPKQDDDKRVIAIRPIRRITHISGTLEDEDEDEDNDDIVMLEKKIRTSSMPEQAHKVCVKEIKRLKKM.... Result: 1 (interaction). (4) The miRNA is hsa-miR-520g-3p with sequence ACAAAGUGCUUCCCUUUAGAGUGU. The protein sequence of the target gene is MVPPRRHRGAGRPGVLSSSPPFRLRSAKFSGIALEDLRRALKTRLQMVCVFVMNRMNSQNSGFTQRRRMALGIVILLLVDVIWVASSELTSYVFTQYNKPFFSTFAKTSMFVLYLLGFIIWKPWRQQCTRGLRGKHAAFFADAEGYFAACTTDTTMNSSLSEPLYVPVKFHDLPSEKPESTNIDTEKTPKKSRVRFSNIMEIRQLPSSHALEAKLSRMSYPVKEQESILKTVGKLTATQVAKISFFFCFVWFLANLSYQEALSDTQVAIVNILSSTSGLFTLILAAVFPSNSGDRFTLSK.... Result: 1 (interaction). (5) The miRNA is mmu-miR-467d-5p with sequence UAAGUGCGCGCAUGUAUAUGCG. The protein sequence of the target gene is MALSAETESHIYRALRTASGAAAHLVALGFTIFVAVLARPGSSLFSWHPVLMSLAFSFLMTEALLVFSPESSLLHSLSRKGRARCHWVLQLLALLCALLGLGLVILHKEQLGKAHLVTRHGQAGLLAVLWAGLQCSGGVGLLYPKLLPRWPLAKLKLYHATSGLVGYLLGSASLLLGMCSLWFTASVTGAAWYLAVLCPVLTSLVIMNQVSNAYLYRKRIQP. Result: 0 (no interaction). (6) The miRNA is mmu-miR-687 with sequence CUAUCCUGGAAUGCAGCAAUGA. The protein sequence of the target gene is MLRQILGQAKKHPSLIPLFVFIGAGGTGAALYVMRLALFNPDVSWDRKNNPEPWNKLGPNEQYKFYSVNVDYSKLKKEGPDF. Result: 0 (no interaction).